Dataset: Full USPTO retrosynthesis dataset with 1.9M reactions from patents (1976-2016). Task: Predict the reactants needed to synthesize the given product. (1) Given the product [CH:23]([C:9]1[CH:10]=[N:11][CH:12]=[CH:13][C:8]=1[CH2:7][C:6]1[CH:25]=[CH:26][C:3]([C:1]#[N:2])=[CH:4][CH:5]=1)=[O:24], predict the reactants needed to synthesize it. The reactants are: [C:1]([C:3]1[CH:26]=[CH:25][C:6]([CH2:7][CH:8]2[CH:13]=[CH:12][N:11](C(OC3C=CC=CC=3)=O)[CH:10]=[C:9]2[CH:23]=[O:24])=[CH:5][CH:4]=1)#[N:2].[S]. (2) The reactants are: Br[CH2:2][C:3]([C:5]1[CH:10]=[CH:9][C:8]([F:11])=[CH:7][CH:6]=1)=O.[CH3:12][C:13]([CH3:18])([CH3:17])[C:14]([NH2:16])=[O:15]. Given the product [C:13]([C:14]1[O:15][CH:2]=[C:3]([C:5]2[CH:10]=[CH:9][C:8]([F:11])=[CH:7][CH:6]=2)[N:16]=1)([CH3:18])([CH3:17])[CH3:12], predict the reactants needed to synthesize it. (3) Given the product [C:32]([O:31][C:30]([NH:29][CH2:28][C:27]1[CH:37]=[CH:38][C:24]([CH2:23][C:14]2([C:18]([O:20][CH3:21])=[O:19])[CH2:15][CH2:16][CH2:17][O:13]2)=[CH:25][CH:26]=1)=[O:36])([CH3:35])([CH3:33])[CH3:34], predict the reactants needed to synthesize it. The reactants are: C(NC(C)C)(C)C.C([Li])CCC.[O:13]1[CH2:17][CH2:16][CH2:15][CH:14]1[C:18]([O:20][CH3:21])=[O:19].Br[CH2:23][C:24]1[CH:38]=[CH:37][C:27]([CH2:28][NH:29][C:30](=[O:36])[O:31][C:32]([CH3:35])([CH3:34])[CH3:33])=[CH:26][CH:25]=1.[Cl-].[NH4+]. (4) Given the product [CH3:1][C:2]1[C:3]([N:9]([CH2:21][CH:22]([CH3:24])[CH3:23])[S:10]([C:13]2[CH:18]=[CH:17][C:16]([F:19])=[CH:15][CH:14]=2)(=[O:12])=[O:11])=[N:4][CH:5]=[C:6]([CH3:8])[CH:7]=1, predict the reactants needed to synthesize it. The reactants are: [CH3:1][C:2]1[C:3]([NH:9][S:10]([C:13]2[CH:18]=[CH:17][C:16]([F:19])=[CH:15][CH:14]=2)(=[O:12])=[O:11])=[N:4][CH:5]=[C:6]([CH3:8])[CH:7]=1.Br[CH2:21][CH:22]([CH3:24])[CH3:23]. (5) Given the product [SH:5][C:6]1[CH:7]=[N:8][CH:9]=[C:10]([CH:14]=1)[C:11]([OH:13])=[O:12], predict the reactants needed to synthesize it. The reactants are: C([S:5][C:6]1[CH:7]=[N:8][CH:9]=[C:10]([CH:14]=1)[C:11]([OH:13])=[O:12])(C)(C)C.Cl. (6) Given the product [Br:1][C:2]1[CH:3]=[CH:4][C:5]([C:32]([OH:35])=[O:33])=[C:6]([N:8]2[CH2:9][CH2:10][CH:11]([CH2:14][O:15][C:16]3[CH:21]=[C:20]([CH:22]([CH:29]4[CH2:30][CH2:31]4)[CH2:23][C:24]([O:26][CH2:27][CH3:28])=[O:25])[CH:19]=[CH:18][N:17]=3)[CH2:12][CH2:13]2)[CH:7]=1, predict the reactants needed to synthesize it. The reactants are: [Br:1][C:2]1[CH:3]=[CH:4][C:5]([CH:32]=[O:33])=[C:6]([N:8]2[CH2:13][CH2:12][CH:11]([CH2:14][O:15][C:16]3[CH:21]=[C:20]([CH:22]([CH:29]4[CH2:31][CH2:30]4)[CH2:23][C:24]([O:26][CH2:27][CH3:28])=[O:25])[CH:19]=[CH:18][N:17]=3)[CH2:10][CH2:9]2)[CH:7]=1.P([O-])(O)(O)=[O:35].[Na+].CC(=CC)C.Cl([O-])=O.[Na+].S([O-])([O-])(=O)=S.[Na+].[Na+]. (7) Given the product [CH3:11][O:10][C:7]1[CH:8]=[CH:9][C:2]([N:16]2[CH:17]=[C:13]([CH3:12])[N:14]=[CH:15]2)=[C:3]([CH:6]=1)[C:4]#[N:5], predict the reactants needed to synthesize it. The reactants are: F[C:2]1[CH:9]=[CH:8][C:7]([O:10][CH3:11])=[CH:6][C:3]=1[C:4]#[N:5].[CH3:12][C:13]1[N:14]=[CH:15][NH:16][CH:17]=1.C(=O)([O-])[O-].[K+].[K+].